From a dataset of Reaction yield outcomes from USPTO patents with 853,638 reactions. Predict the reaction yield, written as a fraction of the theoretical maximum amount of product (1.0 means a 100% yield; for example, 0.34 means a 34% yield). The reactants are [C:1]([O:5][C:6]([NH:8][C:9]1([C:13]2[CH:18]=[CH:17][C:16]([C:19]3[N:24]=[C:23]([N:25]([CH3:31])[CH2:26][C:27]([O:29]C)=O)[C:22]([N+:32]([O-])=O)=[CH:21][C:20]=3[C:35]3[CH:40]=[CH:39][CH:38]=[CH:37][CH:36]=3)=[CH:15][CH:14]=2)[CH2:12][CH2:11][CH2:10]1)=[O:7])([CH3:4])([CH3:3])[CH3:2].[H][H]. The catalyst is [Pd].C1COCC1. The product is [C:1]([O:5][C:6](=[O:7])[NH:8][C:9]1([C:13]2[CH:14]=[CH:15][C:16]([C:19]3[C:20]([C:35]4[CH:40]=[CH:39][CH:38]=[CH:37][CH:36]=4)=[CH:21][C:22]4[NH:32][C:27](=[O:29])[CH2:26][N:25]([CH3:31])[C:23]=4[N:24]=3)=[CH:17][CH:18]=2)[CH2:10][CH2:11][CH2:12]1)([CH3:2])([CH3:3])[CH3:4]. The yield is 0.380.